From a dataset of Forward reaction prediction with 1.9M reactions from USPTO patents (1976-2016). Predict the product of the given reaction. Given the reactants Cl[C:2]1[N:10]=[CH:9][N:8]=[C:7]2[C:3]=1[NH:4][C:5]([Cl:11])=[N:6]2.[CH2:12]([NH2:19])[C:13]1[CH:18]=[CH:17][CH:16]=[CH:15][CH:14]=1, predict the reaction product. The product is: [CH2:12]([NH:19][C:2]1[N:10]=[CH:9][N:8]=[C:7]2[C:3]=1[NH:4][C:5]([Cl:11])=[N:6]2)[C:13]1[CH:18]=[CH:17][CH:16]=[CH:15][CH:14]=1.